Dataset: Reaction yield outcomes from USPTO patents with 853,638 reactions. Task: Predict the reaction yield, written as a fraction of the theoretical maximum amount of product (1.0 means a 100% yield; for example, 0.34 means a 34% yield). (1) The reactants are [OH2:1].[ClH:2].[OH:3][C:4]([C:34]1[CH:39]=[CH:38][CH:37]=[CH:36][CH:35]=1)([C:28]1[CH:33]=[CH:32][CH:31]=[CH:30][CH:29]=1)[CH:5]1[CH2:10][CH2:9][N:8]([CH2:11][CH2:12][CH2:13][CH:14]([C:16]2[CH:21]=[CH:20][C:19](C(C)(C)C(O)=O)=[CH:18][CH:17]=2)[OH:15])[CH2:7][CH2:6]1.[OH2:40]. The catalyst is CC(C)=O. The product is [ClH:2].[OH:3][C:4]([C:28]1[CH:29]=[CH:30][CH:31]=[CH:32][CH:33]=1)([C:34]1[CH:39]=[CH:38][CH:37]=[CH:36][CH:35]=1)[CH:5]1[CH2:6][CH2:7][N:8]([CH2:11][CH2:12][CH2:13][CH:14]([C:16]2[CH:21]=[CH:20][CH:19]=[CH:18][C:17]=2[C:4]([CH3:34])([CH3:28])[C:5]([OH:40])=[O:1])[OH:15])[CH2:9][CH2:10]1. The yield is 0.970. (2) The reactants are [Cl:1][C:2]1[CH:10]=[C:6]([C:7]([OH:9])=O)[C:5]([OH:11])=[CH:4][CH:3]=1.[NH2:12][C:13]1[S:14][CH:15]=[C:16]([C:18]2[CH:23]=[CH:22][C:21]([Cl:24])=[C:20]([Cl:25])[CH:19]=2)[N:17]=1. No catalyst specified. The product is [Cl:1][C:2]1[CH:3]=[CH:4][C:5]([OH:11])=[C:6]([CH:10]=1)[C:7]([NH:12][C:13]1[S:14][CH:15]=[C:16]([C:18]2[CH:23]=[CH:22][C:21]([Cl:24])=[C:20]([Cl:25])[CH:19]=2)[N:17]=1)=[O:9]. The yield is 0.151.